Dataset: Forward reaction prediction with 1.9M reactions from USPTO patents (1976-2016). Task: Predict the product of the given reaction. (1) Given the reactants [CH:1]1[CH:2]=[CH:3][C:4]2[S:15][C:14]3[CH:13]=[CH:12][CH:11]=[CH:10][C:9]=3[N:8]=[C:7]([N:16]3[CH2:21][CH2:20][N:19]([CH2:22][CH2:23][O:24][CH2:25][CH2:26][OH:27])[CH2:18][CH2:17]3)[C:5]=2[CH:6]=1.[S:28](=[O:32])(=[O:31])([OH:30])[OH:29], predict the reaction product. The product is: [CH:1]1[CH:2]=[CH:3][C:4]2[S:15][C:14]3[CH:13]=[CH:12][CH:11]=[CH:10][C:9]=3[N:8]=[C:7]([N:16]3[CH2:21][CH2:20][N:19]([CH2:22][CH2:23][O:24][CH2:25][CH2:26][OH:27])[CH2:18][CH2:17]3)[C:5]=2[CH:6]=1.[S:28]([O-:32])([O-:31])(=[O:30])=[O:29]. (2) Given the reactants I[C:2]1[CH:7]=[CH:6][C:5]([O:8][CH:9]([CH3:11])[CH3:10])=[CH:4][N:3]=1.Br[C:13]([F:20])([F:19])[C:14]([O:16][CH2:17][CH3:18])=[O:15].[Cl-].[NH4+], predict the reaction product. The product is: [F:19][C:13]([F:20])([C:2]1[CH:7]=[CH:6][C:5]([O:8][CH:9]([CH3:11])[CH3:10])=[CH:4][N:3]=1)[C:14]([O:16][CH2:17][CH3:18])=[O:15]. (3) The product is: [I:1][C:2]1[CH:6]=[CH:5][N:4]([C:14]2[CH:15]=[C:16]([O:20][CH:21]([CH3:23])[CH3:22])[N:17]=[N:18][CH:19]=2)[N:3]=1. Given the reactants [I:1][C:2]1[CH:6]=[CH:5][NH:4][N:3]=1.CC(C)([O-])C.[K+].Cl[C:14]1[CH:15]=[C:16]([O:20][CH:21]([CH3:23])[CH3:22])[N:17]=[N:18][CH:19]=1, predict the reaction product. (4) Given the reactants [Cl:1][C:2]1[C:3]([C:8]2[CH:16]=[CH:15][C:11](C(O)=O)=[CH:10][CH:9]=2)=[N:4][CH:5]=[CH:6][CH:7]=1.C([N:19](CC)CC)C.C1(P(N=[N+]=[N-])(C2C=CC=CC=2)=O)C=CC=CC=1, predict the reaction product. The product is: [Cl:1][C:2]1[C:3]([C:8]2[CH:16]=[CH:15][C:11]([NH2:19])=[CH:10][CH:9]=2)=[N:4][CH:5]=[CH:6][CH:7]=1. (5) Given the reactants [Cl:1][C:2]1[C:3]([C:22]2[S:26][C:25]([C:27]3([O:31][CH2:32][C:33]4[CH:38]=[CH:37][C:36]([O:39][CH3:40])=[CH:35][CH:34]=4)[CH2:30][O:29][CH2:28]3)=[N:24][CH:23]=2)=[C:4]2[CH:10]=[C:9](I)[N:8]([S:12]([C:15]3[CH:21]=[CH:20][C:18]([CH3:19])=[CH:17][CH:16]=3)(=[O:14])=[O:13])[C:5]2=[N:6][CH:7]=1.CC1(C)C(C)(C)OB([C:49]2[CH:61]=[CH:60][C:52]([CH2:53][N:54]3[CH2:59][CH2:58][O:57][CH2:56][CH2:55]3)=[CH:51][CH:50]=2)O1.C(=O)(O)[O-], predict the reaction product. The product is: [Cl:1][C:2]1[C:3]([C:22]2[S:26][C:25]([C:27]3([O:31][CH2:32][C:33]4[CH:38]=[CH:37][C:36]([O:39][CH3:40])=[CH:35][CH:34]=4)[CH2:30][O:29][CH2:28]3)=[N:24][CH:23]=2)=[C:4]2[CH:10]=[C:9]([C:49]3[CH:61]=[CH:60][C:52]([CH2:53][N:54]4[CH2:59][CH2:58][O:57][CH2:56][CH2:55]4)=[CH:51][CH:50]=3)[N:8]([S:12]([C:15]3[CH:21]=[CH:20][C:18]([CH3:19])=[CH:17][CH:16]=3)(=[O:14])=[O:13])[C:5]2=[N:6][CH:7]=1.